From a dataset of Full USPTO retrosynthesis dataset with 1.9M reactions from patents (1976-2016). Predict the reactants needed to synthesize the given product. Given the product [CH3:19][CH:20]([C:24]([NH:26][CH2:27][C:28]1[CH:33]=[C:32]([F:34])[CH:31]=[C:30]([F:35])[C:29]=1[F:36])=[O:25])[C:21]([NH:1][CH:2]1[C:8](=[O:9])[N:7]([CH3:10])[C:6]2[CH:11]=[CH:12][CH:13]=[CH:14][C:5]=2[C:4]2[CH:15]=[CH:16][CH:17]=[CH:18][C:3]1=2)=[O:22], predict the reactants needed to synthesize it. The reactants are: [NH2:1][CH:2]1[C:8](=[O:9])[N:7]([CH3:10])[C:6]2[CH:11]=[CH:12][CH:13]=[CH:14][C:5]=2[C:4]2[CH:15]=[CH:16][CH:17]=[CH:18][C:3]1=2.[CH3:19][CH:20]([C:24]([NH:26][CH2:27][C:28]1[CH:33]=[C:32]([F:34])[CH:31]=[C:30]([F:35])[C:29]=1[F:36])=[O:25])[C:21](O)=[O:22].